Dataset: Reaction yield outcomes from USPTO patents with 853,638 reactions. Task: Predict the reaction yield, written as a fraction of the theoretical maximum amount of product (1.0 means a 100% yield; for example, 0.34 means a 34% yield). (1) The reactants are Br[C:2]1[CH:7]=[C:6]([Br:8])[N:5]=[C:4]([Cl:9])[C:3]=1[O:10][CH:11]([F:13])[F:12].[N-:14]=[N+:15]=[N-:16].[Na+]. The catalyst is CN(C=O)C. The product is [N:14]([C:2]1[CH:7]=[C:6]([Br:8])[N:5]=[C:4]([Cl:9])[C:3]=1[O:10][CH:11]([F:13])[F:12])=[N+:15]=[N-:16]. The yield is 0.484. (2) The reactants are [CH2:1]([CH:4]1[CH:30]=[C:29]([CH3:31])[CH2:28][CH:27]([CH3:32])[CH2:26][CH:25]([O:33][CH3:34])[CH:24]2[O:35][C:20]([OH:39])([CH:21]([CH3:38])[CH2:22][CH:23]2[O:36][CH3:37])[C:19](=[O:40])[C:18](=[O:41])[N:17]2[CH:12]([CH2:13][CH2:14][CH2:15][CH2:16]2)[C:11](=[O:42])[O:10][CH:9]([C:43]([CH3:54])=[CH:44][CH:45]2[CH2:50][CH2:49][CH:48]([OH:51])[CH:47]([O:52][CH3:53])[CH2:46]2)[CH:8]([CH3:55])[CH:7]([O:56][Si:57]([C:60]([CH3:63])([CH3:62])[CH3:61])([CH3:59])[CH3:58])[CH2:6][C:5]1=[O:64])[CH:2]=[CH2:3].[C:65]([Si:69]([CH3:83])([CH3:82])[O:70][C:71](=[O:81])[CH2:72][CH2:73][CH2:74][CH2:75][CH2:76][CH2:77][C:78](O)=[O:79])([CH3:68])([CH3:67])[CH3:66].CN(C1C=CC=CN=1)C.Cl.CN(C)CCCN=C=NCC. The catalyst is C(OCC)(=O)C.O.C(Cl)Cl. The product is [CH2:1]([CH:4]1[CH:30]=[C:29]([CH3:31])[CH2:28][CH:27]([CH3:32])[CH2:26][CH:25]([O:33][CH3:34])[CH:24]2[O:35][C:20]([OH:39])([CH:21]([CH3:38])[CH2:22][CH:23]2[O:36][CH3:37])[C:19](=[O:40])[C:18](=[O:41])[N:17]2[CH:12]([CH2:13][CH2:14][CH2:15][CH2:16]2)[C:11](=[O:42])[O:10][CH:9]([C:43]([CH3:54])=[CH:44][CH:45]2[CH2:50][CH2:49][CH:48]([O:51][C:78](=[O:79])[CH2:77][CH2:76][CH2:75][CH2:74][CH2:73][CH2:72][C:71]([O:70][Si:69]([C:65]([CH3:67])([CH3:66])[CH3:68])([CH3:82])[CH3:83])=[O:81])[CH:47]([O:52][CH3:53])[CH2:46]2)[CH:8]([CH3:55])[CH:7]([O:56][Si:57]([C:60]([CH3:61])([CH3:62])[CH3:63])([CH3:58])[CH3:59])[CH2:6][C:5]1=[O:64])[CH:2]=[CH2:3]. The yield is 0.246. (3) The reactants are [NH2:1][C@H:2]([C:7]([OH:9])=[O:8])[C:3]([CH3:6])([CH3:5])[CH3:4].Cl(O)(=O)(=O)=O. The catalyst is C(OC(C)(C)C)(=O)C. The product is [C:3]([O:8][C:7](=[O:9])[C@@H:2]([NH2:1])[C:3]([CH3:6])([CH3:5])[CH3:4])([CH3:5])([CH3:4])[CH3:2]. The yield is 0.560. (4) The reactants are [Cl:1][C:2]1[CH:26]=[CH:25][C:24]([Cl:27])=[CH:23][C:3]=1[O:4][C:5]1[CH:10]=[CH:9][N:8]=[CH:7][C:6]=1[C:11]([N:13]1[C:22]2[C:17](=[CH:18][CH:19]=[CH:20][CH:21]=2)[NH:16][CH2:15][CH2:14]1)=[O:12].C(N(CC)C(C)C)(C)C.[CH3:37][S:38](Cl)(=[O:40])=[O:39]. The catalyst is ClCCl. The product is [Cl:1][C:2]1[CH:26]=[CH:25][C:24]([Cl:27])=[CH:23][C:3]=1[O:4][C:5]1[CH:10]=[CH:9][N:8]=[CH:7][C:6]=1[C:11]([N:13]1[C:22]2[C:17](=[CH:18][CH:19]=[CH:20][CH:21]=2)[N:16]([S:38]([CH3:37])(=[O:40])=[O:39])[CH2:15][CH2:14]1)=[O:12]. The yield is 0.260.